Task: Predict the reaction yield, written as a fraction of the theoretical maximum amount of product (1.0 means a 100% yield; for example, 0.34 means a 34% yield).. Dataset: Reaction yield outcomes from USPTO patents with 853,638 reactions (1) The yield is 0.560. The reactants are [F:1][C:2]1[C:7]([F:8])=[CH:6][C:5]([C:9]2(O)[C:17]3[C:12](=[CH:13][CH:14]=[CH:15][CH:16]=3)[N:11]([CH:18]([C:25]3[CH:30]=[CH:29][CH:28]=[CH:27][CH:26]=3)[C:19]3[CH:24]=[CH:23][CH:22]=[CH:21][CH:20]=3)[C:10]2=[O:31])=[C:4]([OH:33])[CH:3]=1.C([SiH](CC)CC)C. The product is [F:1][C:2]1[C:7]([F:8])=[CH:6][C:5]([CH:9]2[C:17]3[C:12](=[CH:13][CH:14]=[CH:15][CH:16]=3)[N:11]([CH:18]([C:25]3[CH:26]=[CH:27][CH:28]=[CH:29][CH:30]=3)[C:19]3[CH:24]=[CH:23][CH:22]=[CH:21][CH:20]=3)[C:10]2=[O:31])=[C:4]([OH:33])[CH:3]=1. The catalyst is FC(F)(F)C(O)=O. (2) The reactants are Cl[C:2]1[N:6]([CH3:7])[N:5]=[CH:4][C:3]=1[N+:8]([O-:10])=[O:9].[O:11]1[CH2:17][CH2:16][CH2:15][NH:14][CH2:13][CH2:12]1. No catalyst specified. The product is [CH3:7][N:6]1[C:2]([N:14]2[CH2:15][CH2:16][CH2:17][O:11][CH2:12][CH2:13]2)=[C:3]([N+:8]([O-:10])=[O:9])[CH:4]=[N:5]1. The yield is 0.520.